Dataset: Merck oncology drug combination screen with 23,052 pairs across 39 cell lines. Task: Regression. Given two drug SMILES strings and cell line genomic features, predict the synergy score measuring deviation from expected non-interaction effect. (1) Drug 1: C=CCn1c(=O)c2cnc(Nc3ccc(N4CCN(C)CC4)cc3)nc2n1-c1cccc(C(C)(C)O)n1. Drug 2: CCc1cnn2c(NCc3ccc[n+]([O-])c3)cc(N3CCCCC3CCO)nc12. Cell line: NCIH23. Synergy scores: synergy=-24.3. (2) Drug 1: NC(=O)c1cccc2cn(-c3ccc(C4CCCNC4)cc3)nc12. Drug 2: NC1CCCCC1N.O=C(O)C(=O)O.[Pt+2]. Cell line: UACC62. Synergy scores: synergy=-22.6. (3) Drug 1: C=CCn1c(=O)c2cnc(Nc3ccc(N4CCN(C)CC4)cc3)nc2n1-c1cccc(C(C)(C)O)n1. Drug 2: COC1CC2CCC(C)C(O)(O2)C(=O)C(=O)N2CCCCC2C(=O)OC(C(C)CC2CCC(OP(C)(C)=O)C(OC)C2)CC(=O)C(C)C=C(C)C(O)C(OC)C(=O)C(C)CC(C)C=CC=CC=C1C. Cell line: LOVO. Synergy scores: synergy=20.0. (4) Drug 1: CN(Cc1cnc2nc(N)nc(N)c2n1)c1ccc(C(=O)NC(CCC(=O)O)C(=O)O)cc1. Drug 2: CCc1cnn2c(NCc3ccc[n+]([O-])c3)cc(N3CCCCC3CCO)nc12. Cell line: LOVO. Synergy scores: synergy=-2.55.